The task is: Predict the product of the given reaction.. This data is from Forward reaction prediction with 1.9M reactions from USPTO patents (1976-2016). Given the reactants [Br:1][C:2]1[CH:7]=[C:6]([C:8]([OH:10])=O)[CH:5]=[CH:4][N:3]=1.CCN=C=NCCCN(C)C.Cl.C(N(CC)CC)C.Cl.[CH3:31][NH:32][O:33][CH3:34], predict the reaction product. The product is: [Br:1][C:2]1[CH:7]=[C:6]([C:8]([N:32]([O:33][CH3:34])[CH3:31])=[O:10])[CH:5]=[CH:4][N:3]=1.